Dataset: Reaction yield outcomes from USPTO patents with 853,638 reactions. Task: Predict the reaction yield, written as a fraction of the theoretical maximum amount of product (1.0 means a 100% yield; for example, 0.34 means a 34% yield). (1) The reactants are FC1C=C(CN)C=NC=1.[CH3:10][C:11]1[N:16]=[C:15]([CH2:17][NH2:18])[CH:14]=[N:13][CH:12]=1.[CH2:19]([N:23]1[CH2:27][CH2:26][N:25]([C:28]2[S:29][C:30]([C:34](O)=[O:35])=[C:31]([CH3:33])[N:32]=2)[C:24]1=[O:37])[CH:20]([CH3:22])[CH3:21]. No catalyst specified. The product is [CH2:19]([N:23]1[CH2:27][CH2:26][N:25]([C:28]2[S:29][C:30]([C:34]([NH:18][CH2:17][C:15]3[CH:14]=[N:13][CH:12]=[C:11]([CH3:10])[N:16]=3)=[O:35])=[C:31]([CH3:33])[N:32]=2)[C:24]1=[O:37])[CH:20]([CH3:22])[CH3:21]. The yield is 0.460. (2) The reactants are Cl.[C:2](Cl)(=[O:9])[C:3]1[CH:8]=[CH:7][N:6]=[CH:5][CH:4]=1.C(N(CC)CC)C.ClCCl.[N:21]1([C:27]2[CH:33]=[CH:32][C:31]([C:34]([F:37])([F:36])[F:35])=[CH:30][C:28]=2[NH2:29])[CH2:26][CH2:25][CH2:24][CH2:23][CH2:22]1. The catalyst is CN(C)C1C=CN=CC=1.O. The product is [N:21]1([C:27]2[CH:33]=[CH:32][C:31]([C:34]([F:36])([F:37])[F:35])=[CH:30][C:28]=2[NH:29][C:2](=[O:9])[C:3]2[CH:8]=[CH:7][N:6]=[CH:5][CH:4]=2)[CH2:22][CH2:23][CH2:24][CH2:25][CH2:26]1. The yield is 0.339. (3) The reactants are Cl[C:2]1[C:7]2[C:8](=[O:24])[N:9]([CH2:12][CH2:13][C:14]3[CH:23]=[CH:22][C:21]4[C:16](=[CH:17][CH:18]=[CH:19][CH:20]=4)[N:15]=3)[N:10]=[CH:11][C:6]=2[CH:5]=[N:4][CH:3]=1.CO.C(=O)([O-])[O-].[Na+].[Na+].[N:33]1[CH:38]=[CH:37][C:36](B(O)O)=[CH:35][CH:34]=1. The catalyst is C1(C)C=CC=CC=1.C1C=CC([P]([Pd]([P](C2C=CC=CC=2)(C2C=CC=CC=2)C2C=CC=CC=2)([P](C2C=CC=CC=2)(C2C=CC=CC=2)C2C=CC=CC=2)[P](C2C=CC=CC=2)(C2C=CC=CC=2)C2C=CC=CC=2)(C2C=CC=CC=2)C2C=CC=CC=2)=CC=1.CC(=O)OCC.O. The product is [N:33]1[CH:38]=[CH:37][C:36]([C:2]2[C:7]3[C:8](=[O:24])[N:9]([CH2:12][CH2:13][C:14]4[CH:23]=[CH:22][C:21]5[C:16](=[CH:17][CH:18]=[CH:19][CH:20]=5)[N:15]=4)[N:10]=[CH:11][C:6]=3[CH:5]=[N:4][CH:3]=2)=[CH:35][CH:34]=1. The yield is 0.0679. (4) The reactants are C(OC([NH:11][C@@H:12]([CH2:20][C:21]1[CH:26]=[CH:25][C:24]([C:27]2[N:32]=[CH:31][C:30]([C:33]3[CH:38]=[CH:37][C:36]([C:39]([CH3:42])([CH3:41])[CH3:40])=[CH:35][CH:34]=3)=[CH:29][N:28]=2)=[CH:23][CH:22]=1)[C:13]([O:15][C:16]([CH3:19])([CH3:18])[CH3:17])=[O:14])=O)C1C=CC=CC=1. The catalyst is CC(=O)OCC.[Pd]. The product is [NH2:11][C@@H:12]([CH2:20][C:21]1[CH:26]=[CH:25][C:24]([C:27]2[N:28]=[CH:29][C:30]([C:33]3[CH:38]=[CH:37][C:36]([C:39]([CH3:42])([CH3:41])[CH3:40])=[CH:35][CH:34]=3)=[CH:31][N:32]=2)=[CH:23][CH:22]=1)[C:13]([O:15][C:16]([CH3:18])([CH3:17])[CH3:19])=[O:14]. The yield is 0.880.